Dataset: Forward reaction prediction with 1.9M reactions from USPTO patents (1976-2016). Task: Predict the product of the given reaction. (1) Given the reactants [CH3:1][CH:2]1[CH2:9][C@H:8]2[C@H:4]([CH2:5][NH:6][C@@H:7]2[CH2:10][NH:11][C:12]([C:14]2[C:18]3[CH:19]=[CH:20][CH:21]=[CH:22][C:17]=3[O:16][N:15]=2)=[O:13])[CH2:3]1.[CH3:23][C:24]1[S:25][C:26]([C:32]2[CH:33]=[C:34]([CH3:38])[CH:35]=[CH:36][CH:37]=2)=[C:27]([C:29](O)=[O:30])[N:28]=1, predict the reaction product. The product is: [CH3:1][CH:2]1[CH2:9][C@H:8]2[C@H:4]([CH2:5][N:6]([C:29]([C:27]3[N:28]=[C:24]([CH3:23])[S:25][C:26]=3[C:32]3[CH:33]=[C:34]([CH3:38])[CH:35]=[CH:36][CH:37]=3)=[O:30])[C@@H:7]2[CH2:10][NH:11][C:12]([C:14]2[C:18]3[CH:19]=[CH:20][CH:21]=[CH:22][C:17]=3[O:16][N:15]=2)=[O:13])[CH2:3]1. (2) Given the reactants [C:1]([O:5][C:6]([NH:8][C@@:9]1([C:23]([O:25][C:26]([CH3:29])([CH3:28])[CH3:27])=[O:24])[CH2:14][C:13](=[O:15])[C@@H:12]2[C@H:10]1[C@H:11]2[C:16]([O:18][C:19]([CH3:22])([CH3:21])[CH3:20])=[O:17])=[O:7])([CH3:4])([CH3:3])[CH3:2].C(O[CH:35](N(C)C)[N:36]([CH3:38])[CH3:37])(C)(C)C.C(OCC)C.CCCCCC, predict the reaction product. The product is: [C:1]([O:5][C:6]([NH:8][C@@:9]1([C:23]([O:25][C:26]([CH3:29])([CH3:28])[CH3:27])=[O:24])[C:14](=[CH:35][N:36]([CH3:38])[CH3:37])[C:13](=[O:15])[C@@H:12]2[C@H:10]1[C@H:11]2[C:16]([O:18][C:19]([CH3:20])([CH3:22])[CH3:21])=[O:17])=[O:7])([CH3:4])([CH3:2])[CH3:3]. (3) Given the reactants [N:1]1[CH:6]=[C:5](B(O)O)[CH:4]=[N:3][CH:2]=1.Br[C:11]1[CH:16]=[C:15]([F:17])[C:14]([C:18]([N:20]2[CH2:24][CH2:23][CH2:22][C@H:21]2[CH2:25][N:26]2[CH2:30][CH2:29][CH2:28][CH2:27]2)=[O:19])=[C:13]([F:31])[CH:12]=1, predict the reaction product. The product is: [F:17][C:15]1[CH:16]=[C:11]([C:5]2[CH:6]=[N:1][CH:2]=[N:3][CH:4]=2)[CH:12]=[C:13]([F:31])[C:14]=1[C:18]([N:20]1[CH2:24][CH2:23][CH2:22][C@H:21]1[CH2:25][N:26]1[CH2:30][CH2:29][CH2:28][CH2:27]1)=[O:19]. (4) Given the reactants [ClH:1].[NH:2]1[CH2:5][CH:4]([OH:6])[CH2:3]1.C(N(CC)CC)C.Cl[C:15]1[C:20]([C:21]([O:23][CH3:24])=[O:22])=[CH:19][CH:18]=[CH:17][N:16]=1, predict the reaction product. The product is: [Cl:1][C:18]1[CH:17]=[N:16][C:15]([N:2]2[CH2:5][CH:4]([OH:6])[CH2:3]2)=[C:20]([CH:19]=1)[C:21]([O:23][CH3:24])=[O:22]. (5) Given the reactants [N:1]1([CH2:7]/[CH:8]=[CH:9]/[C:10]2[CH:15]=[CH:14][C:13]([NH2:16])=[CH:12][CH:11]=2)[CH2:6][CH2:5][O:4][CH2:3][CH2:2]1.Br[C:18]1[CH:19]=[C:20]([CH:25]=[CH:26][C:27]=1[C:28]1([CH3:33])[O:32][CH2:31][CH2:30][O:29]1)[C:21]([O:23][CH3:24])=[O:22], predict the reaction product. The product is: [CH3:33][C:28]1([C:27]2[CH:26]=[CH:25][C:20]([C:21]([O:23][CH3:24])=[O:22])=[CH:19][C:18]=2[NH:16][C:13]2[CH:14]=[CH:15][C:10](/[CH:9]=[CH:8]/[CH2:7][N:1]3[CH2:6][CH2:5][O:4][CH2:3][CH2:2]3)=[CH:11][CH:12]=2)[O:29][CH2:30][CH2:31][O:32]1. (6) Given the reactants Cl[C:2]1[CH:11]=[CH:10][N:9]=[C:8]2[C:3]=1[CH:4]=[CH:5][C:6]([CH3:12])=[N:7]2.[CH3:13][C:14]1[CH:19]=[CH:18][C:17]([S:20][C:21]2[CH:26]=[CH:25][C:24]([O:27][CH2:28][CH2:29][CH3:30])=[CH:23][CH:22]=2)=[C:16]([N+:31]([O-])=O)[CH:15]=1, predict the reaction product. The product is: [CH3:12][C:6]1[N:7]=[C:8]2[C:3]([C:2]([NH:31][C:16]3[CH:15]=[C:14]([CH3:13])[CH:19]=[CH:18][C:17]=3[S:20][C:21]3[CH:26]=[CH:25][C:24]([O:27][CH2:28][CH2:29][CH3:30])=[CH:23][CH:22]=3)=[CH:11][CH:10]=[N:9]2)=[CH:4][CH:5]=1. (7) Given the reactants [CH3:1][Si:2]([CH3:33])([CH3:32])[CH2:3][CH2:4][O:5][CH2:6][N:7]1[C:15]2[CH2:14][CH2:13][CH:12](C3C=NN(COCC[Si](C)(C)C)C=3)C[C:10]=2[C:9]([C:29]([OH:31])=[O:30])=[N:8]1.C[Si](C)(C)CCOCN1C=C(C2CCC(=O)CC2)C=N1, predict the reaction product. The product is: [CH3:33][Si:2]([CH3:1])([CH3:32])[CH2:3][CH2:4][O:5][CH2:6][N:7]1[C:15]2[CH2:14][CH2:13][CH2:12][C:10]=2[C:9]([C:29]([OH:31])=[O:30])=[N:8]1. (8) Given the reactants C([O:3][C:4](=[O:18])[C@H:5]([O:15][CH2:16][CH3:17])[C:6]1[CH:11]=[CH:10][C:9]([O:12][CH3:13])=[CH:8][C:7]=1[F:14])C.[OH-].[Na+], predict the reaction product. The product is: [CH2:16]([O:15][C@H:5]([C:6]1[CH:11]=[CH:10][C:9]([O:12][CH3:13])=[CH:8][C:7]=1[F:14])[C:4]([OH:18])=[O:3])[CH3:17].